Regression. Given two drug SMILES strings and cell line genomic features, predict the synergy score measuring deviation from expected non-interaction effect. From a dataset of NCI-60 drug combinations with 297,098 pairs across 59 cell lines. (1) Drug 1: CC1C(C(=O)NC(C(=O)N2CCCC2C(=O)N(CC(=O)N(C(C(=O)O1)C(C)C)C)C)C(C)C)NC(=O)C3=C4C(=C(C=C3)C)OC5=C(C(=O)C(=C(C5=N4)C(=O)NC6C(OC(=O)C(N(C(=O)CN(C(=O)C7CCCN7C(=O)C(NC6=O)C(C)C)C)C)C(C)C)C)N)C. Drug 2: CC1=CC=C(C=C1)C2=CC(=NN2C3=CC=C(C=C3)S(=O)(=O)N)C(F)(F)F. Cell line: NCI/ADR-RES. Synergy scores: CSS=-0.440, Synergy_ZIP=4.65, Synergy_Bliss=6.13, Synergy_Loewe=-1.67, Synergy_HSA=-1.89. (2) Drug 1: CC(C)NC(=O)C1=CC=C(C=C1)CNNC.Cl. Drug 2: C1CN(P(=O)(OC1)NCCCl)CCCl. Cell line: T-47D. Synergy scores: CSS=7.35, Synergy_ZIP=-1.92, Synergy_Bliss=-1.19, Synergy_Loewe=-2.00, Synergy_HSA=-0.339. (3) Drug 1: CN(C)N=NC1=C(NC=N1)C(=O)N. Drug 2: CCCS(=O)(=O)NC1=C(C(=C(C=C1)F)C(=O)C2=CNC3=C2C=C(C=N3)C4=CC=C(C=C4)Cl)F. Cell line: HS 578T. Synergy scores: CSS=-5.48, Synergy_ZIP=1.70, Synergy_Bliss=1.26, Synergy_Loewe=-6.62, Synergy_HSA=-5.29. (4) Drug 1: CC1OCC2C(O1)C(C(C(O2)OC3C4COC(=O)C4C(C5=CC6=C(C=C35)OCO6)C7=CC(=C(C(=C7)OC)O)OC)O)O. Drug 2: C1=NC(=NC(=O)N1C2C(C(C(O2)CO)O)O)N. Cell line: U251. Synergy scores: CSS=48.1, Synergy_ZIP=-0.711, Synergy_Bliss=-0.875, Synergy_Loewe=-4.32, Synergy_HSA=-0.204. (5) Drug 1: CN1CCC(CC1)COC2=C(C=C3C(=C2)N=CN=C3NC4=C(C=C(C=C4)Br)F)OC. Drug 2: CCC1=C2CN3C(=CC4=C(C3=O)COC(=O)C4(CC)O)C2=NC5=C1C=C(C=C5)O. Cell line: SK-MEL-5. Synergy scores: CSS=24.3, Synergy_ZIP=2.21, Synergy_Bliss=2.53, Synergy_Loewe=-41.0, Synergy_HSA=-1.67. (6) Drug 1: C1=NC2=C(N=C(N=C2N1C3C(C(C(O3)CO)O)O)F)N. Drug 2: CC12CCC3C(C1CCC2O)C(CC4=C3C=CC(=C4)O)CCCCCCCCCS(=O)CCCC(C(F)(F)F)(F)F. Cell line: KM12. Synergy scores: CSS=4.83, Synergy_ZIP=2.58, Synergy_Bliss=7.59, Synergy_Loewe=1.41, Synergy_HSA=1.59. (7) Drug 1: C1=NC2=C(N=C(N=C2N1C3C(C(C(O3)CO)O)O)F)N. Drug 2: C1CNP(=O)(OC1)N(CCCl)CCCl. Cell line: IGROV1. Synergy scores: CSS=-0.804, Synergy_ZIP=0.534, Synergy_Bliss=-0.261, Synergy_Loewe=-1.12, Synergy_HSA=-1.09.